This data is from Full USPTO retrosynthesis dataset with 1.9M reactions from patents (1976-2016). The task is: Predict the reactants needed to synthesize the given product. (1) Given the product [C:1]([OH:10])(=[O:9])/[CH:2]=[CH:3]\[CH:4]=[CH:5]\[C:6]([OH:8])=[O:7], predict the reactants needed to synthesize it. The reactants are: [C:1]([OH:10])(=[O:9])/[CH:2]=[CH:3]\[CH:4]=[CH:5]/[C:6]([OH:8])=[O:7].[OH-].[Na+].C. (2) Given the product [Cl:17][C:18]1[C:26]([C:27]([F:28])([F:29])[F:30])=[CH:25][CH:24]=[CH:23][C:19]=1[C:20]([NH:16][C@@H:9]([C:10]1[CH:15]=[CH:14][CH:13]=[CH:12][CH:11]=1)[CH2:8][N:3]1[CH2:4][CH:5]([CH3:7])[CH2:6][CH:2]1[CH3:1])=[O:21], predict the reactants needed to synthesize it. The reactants are: [CH3:1][CH:2]1[CH2:6][CH:5]([CH3:7])[CH2:4][N:3]1[CH2:8][C@@H:9]([NH2:16])[C:10]1[CH:15]=[CH:14][CH:13]=[CH:12][CH:11]=1.[Cl:17][C:18]1[C:26]([C:27]([F:30])([F:29])[F:28])=[CH:25][CH:24]=[CH:23][C:19]=1[C:20](O)=[O:21]. (3) Given the product [ClH:31].[ClH:31].[C:1]1([C@H:11]([NH:13][C@H:14]2[CH2:18][CH2:17][N:16]([C:19]3[CH:24]=[C:23]([C:25]4[CH:30]=[CH:29][CH:28]=[CH:27][CH:26]=4)[N:22]=[CH:21][N:20]=3)[CH2:15]2)[CH3:12])[C:10]2[C:5](=[CH:6][CH:7]=[CH:8][CH:9]=2)[CH:4]=[CH:3][CH:2]=1, predict the reactants needed to synthesize it. The reactants are: [C:1]1([C@H:11]([NH:13][C@H:14]2[CH2:18][CH2:17][N:16]([C:19]3[CH:24]=[C:23]([C:25]4[CH:30]=[CH:29][CH:28]=[CH:27][CH:26]=4)[N:22]=[CH:21][N:20]=3)[CH2:15]2)[CH3:12])[C:10]2[C:5](=[CH:6][CH:7]=[CH:8][CH:9]=2)[CH:4]=[CH:3][CH:2]=1.[ClH:31].O1CCOCC1. (4) Given the product [Cl:1][C:2]1[CH:7]=[CH:6][CH:5]=[CH:4][C:3]=1[CH2:8][CH2:9][N:10]([CH2:18][CH2:19][CH2:20][S:21][CH2:22][CH:23]=[O:24])[C:11](=[O:17])[O:12][C:13]([CH3:15])([CH3:16])[CH3:14], predict the reactants needed to synthesize it. The reactants are: [Cl:1][C:2]1[CH:7]=[CH:6][CH:5]=[CH:4][C:3]=1[CH2:8][CH2:9][N:10]([CH2:18][CH2:19][CH2:20][S:21][CH2:22][CH2:23][OH:24])[C:11](=[O:17])[O:12][C:13]([CH3:16])([CH3:15])[CH3:14].C(N(CC)CC)C.S(=O)(=O)=O.Cl. (5) The reactants are: [NH:1]([C:8]1[CH:17]=[N:16][C:15]2[C:10](=[CH:11][CH:12]=[C:13]([OH:18])[CH:14]=2)[N:9]=1)[C:2]1[CH:7]=[CH:6][CH:5]=[CH:4][CH:3]=1.O[C@H:20]1[CH2:24][CH2:23][O:22][CH2:21]1.CCOC(/N=N/C(OCC)=O)=O. Given the product [C:2]1([NH:1][C:8]2[CH:17]=[N:16][C:15]3[C:10](=[CH:11][CH:12]=[C:13]([O:18][C@@H:20]4[CH2:24][CH2:23][O:22][CH2:21]4)[CH:14]=3)[N:9]=2)[CH:3]=[CH:4][CH:5]=[CH:6][CH:7]=1, predict the reactants needed to synthesize it. (6) Given the product [C:4]([C:3]1[CH:6]=[CH:7][CH:8]=[CH:9][C:2]=1[O:1][CH2:17][C:18]([NH2:20])=[O:19])#[N:5], predict the reactants needed to synthesize it. The reactants are: [OH:1][C:2]1[CH:9]=[CH:8][CH:7]=[CH:6][C:3]=1[C:4]#[N:5].C(=O)([O-])[O-].[K+].[K+].Cl[CH2:17][C:18]([NH2:20])=[O:19]. (7) Given the product [CH3:26][O:27][CH2:28][O:25][CH2:14][CH2:15][CH2:16][CH2:17][CH2:18][CH2:19][CH2:20][CH2:21][CH2:22][CH:23]=[CH2:24], predict the reactants needed to synthesize it. The reactants are: [Br-].[Li+].C1(C)C=CC(S(O)(=O)=O)=CC=1.[CH:14]([OH:25])=[CH:15][CH2:16][CH2:17][CH2:18][CH2:19][CH2:20][CH2:21][CH2:22][CH2:23][CH3:24].[CH3:26][O:27][CH2:28]OC.